This data is from Full USPTO retrosynthesis dataset with 1.9M reactions from patents (1976-2016). The task is: Predict the reactants needed to synthesize the given product. Given the product [CH2:1]([N:8]1[CH2:14][CH:15]([CH3:16])[O:17][CH:10]([CH2:11][CH3:12])[CH2:9]1)[C:2]1[CH:3]=[CH:4][CH:5]=[CH:6][CH:7]=1, predict the reactants needed to synthesize it. The reactants are: [CH2:1]([N:8]([CH2:14][CH:15]([OH:17])[CH3:16])[CH2:9][CH:10](O)[CH2:11][CH3:12])[C:2]1[CH:7]=[CH:6][CH:5]=[CH:4][CH:3]=1.C([O-])(O)=O.[Na+].